From a dataset of Full USPTO retrosynthesis dataset with 1.9M reactions from patents (1976-2016). Predict the reactants needed to synthesize the given product. (1) Given the product [Cl:13][C:14]1([Cl:18])[C:2]2([CH2:3][CH2:4][CH:5]([C:8]([O:10][CH2:11][CH3:12])=[O:9])[CH2:6][CH2:7]2)[CH2:1][C:15]1=[O:16], predict the reactants needed to synthesize it. The reactants are: [CH2:1]=[C:2]1[CH2:7][CH2:6][CH:5]([C:8]([O:10][CH2:11][CH3:12])=[O:9])[CH2:4][CH2:3]1.[Cl:13][C:14](Cl)([Cl:18])[C:15](Cl)=[O:16]. (2) Given the product [Cl:13][C:14]1[CH:15]=[C:16]([CH2:21][CH2:22][O:23][C:2]2[N:3]=[C:4]([OH:12])[C:5]3[CH:11]=[CH:10][N:9]=[CH:8][C:6]=3[N:7]=2)[CH:17]=[CH:18][C:19]=1[Cl:20], predict the reactants needed to synthesize it. The reactants are: Cl[C:2]1[N:3]=[C:4]([OH:12])[C:5]2[CH:11]=[CH:10][N:9]=[CH:8][C:6]=2[N:7]=1.[Cl:13][C:14]1[CH:15]=[C:16]([CH2:21][CH2:22][OH:23])[CH:17]=[CH:18][C:19]=1[Cl:20]. (3) The reactants are: C[O:2][C:3]([C@H:5]1[O:7][CH2:6]1)=O.[CH2:8]([NH2:15])[C:9]1[CH:14]=[CH:13][CH:12]=[CH:11][CH:10]=1. Given the product [CH2:8]([NH:15][C:3](=[O:2])[C@@H:5]([OH:7])[CH2:6][NH:15][CH2:8][C:9]1[CH:14]=[CH:13][CH:12]=[CH:11][CH:10]=1)[C:9]1[CH:14]=[CH:13][CH:12]=[CH:11][CH:10]=1, predict the reactants needed to synthesize it. (4) Given the product [N+:8]([C:3]1[CH:4]=[CH:5][CH:6]=[CH:7][C:2]=1[NH:20][CH:21]1[CH2:26][CH2:25][CH2:24][N:23]([C:27]([O:29][C:30]([CH3:33])([CH3:32])[CH3:31])=[O:28])[CH2:22]1)([O-:10])=[O:9], predict the reactants needed to synthesize it. The reactants are: F[C:2]1[CH:7]=[CH:6][CH:5]=[CH:4][C:3]=1[N+:8]([O-:10])=[O:9].CCN(C(C)C)C(C)C.[NH2:20][CH:21]1[CH2:26][CH2:25][CH2:24][N:23]([C:27]([O:29][C:30]([CH3:33])([CH3:32])[CH3:31])=[O:28])[CH2:22]1.O. (5) Given the product [Cl:7][C:8]1[CH:13]=[C:12]([C:2]2[S:3][CH:4]=[CH:5][CH:6]=2)[CH:11]=[CH:10][N:9]=1, predict the reactants needed to synthesize it. The reactants are: Br[C:2]1[S:3][CH:4]=[CH:5][CH:6]=1.[Cl:7][C:8]1[CH:13]=[C:12](B(O)O)[CH:11]=[CH:10][N:9]=1.C([O-])([O-])=O.[Na+].[Na+]. (6) Given the product [CH3:1][O:2][C:3](=[O:14])[C:4]1[CH:9]=[CH:8][C:7]([N:17]([CH3:18])[CH3:16])=[CH:6][C:5]=1[N+:11]([O-:13])=[O:12], predict the reactants needed to synthesize it. The reactants are: [CH3:1][O:2][C:3](=[O:14])[C:4]1[CH:9]=[CH:8][C:7](F)=[CH:6][C:5]=1[N+:11]([O-:13])=[O:12].Cl.[CH3:16][NH:17][CH3:18].C([O-])([O-])=O.[K+].[K+].O. (7) Given the product [Cl:1][C:2]1[CH:3]=[C:4]2[C:8](=[CH:9][CH:10]=1)[N:7]([S:43]([C:40]1[CH:41]=[CH:42][C:37]([O:36][CH3:35])=[CH:38][C:39]=1[O:47][C:48]([F:49])([F:50])[F:51])(=[O:45])=[O:44])[C:6](=[O:11])[C:5]2([C:27]1[CH:32]=[CH:31][CH:30]=[CH:29][C:28]=1[O:33][CH3:34])[CH2:12][C:13](=[O:26])[N:14]1[CH2:15][CH2:16][N:17]([C:20]2[N:21]=[CH:22][CH:23]=[CH:24][N:25]=2)[CH2:18][CH2:19]1, predict the reactants needed to synthesize it. The reactants are: [Cl:1][C:2]1[CH:3]=[C:4]2[C:8](=[CH:9][CH:10]=1)[NH:7][C:6](=[O:11])[C:5]2([C:27]1[CH:32]=[CH:31][CH:30]=[CH:29][C:28]=1[O:33][CH3:34])[CH2:12][C:13](=[O:26])[N:14]1[CH2:19][CH2:18][N:17]([C:20]2[N:25]=[CH:24][CH:23]=[CH:22][N:21]=2)[CH2:16][CH2:15]1.[CH3:35][O:36][C:37]1[CH:42]=[CH:41][C:40]([S:43](Cl)(=[O:45])=[O:44])=[C:39]([O:47][C:48]([F:51])([F:50])[F:49])[CH:38]=1. (8) The reactants are: [CH3:1][C@H:2]([O:6][C:7]1[CH:8]=[C:9]([C:21]([NH:23][C:24]2[CH:28]=[CH:27][N:26]([C:29]([O:31][C:32]([CH3:35])([CH3:34])[CH3:33])=[O:30])[N:25]=2)=[O:22])[CH:10]=[C:11]([O:13]CC2C=CC=CC=2)[CH:12]=1)[CH2:3][O:4][CH3:5]. Given the product [OH:13][C:11]1[CH:10]=[C:9]([C:21]([NH:23][C:24]2[CH:28]=[CH:27][N:26]([C:29]([O:31][C:32]([CH3:33])([CH3:35])[CH3:34])=[O:30])[N:25]=2)=[O:22])[CH:8]=[C:7]([O:6][C@@H:2]([CH3:1])[CH2:3][O:4][CH3:5])[CH:12]=1, predict the reactants needed to synthesize it. (9) Given the product [C:5]1([CH:11]2[CH2:19][C:18]3[C:13](=[CH:14][CH:15]=[CH:16][CH:17]=3)[NH:12]2)[CH:6]=[CH:7][CH:8]=[CH:9][CH:10]=1, predict the reactants needed to synthesize it. The reactants are: [BH3-]C#N.[Na+].[C:5]1([C:11]2[NH:12][C:13]3[C:18]([CH:19]=2)=[CH:17][CH:16]=[CH:15][CH:14]=3)[CH:10]=[CH:9][CH:8]=[CH:7][CH:6]=1.C([O-])(O)=O.[Na+].